From a dataset of Retrosynthesis with 50K atom-mapped reactions and 10 reaction types from USPTO. Predict the reactants needed to synthesize the given product. Given the product CC(C)(C)[Si](C)(C)O[C@@H]1CO[C@H]2[C@@H]1OC[C@H]2Oc1nc2nc(-c3ccc(C#CC4CCNCC4)cc3)c(Cl)cc2n1COCC[Si](C)(C)C, predict the reactants needed to synthesize it. The reactants are: CC(C)(C)OC(=O)N1CCC(C#Cc2ccc(-c3nc4nc(O[C@@H]5CO[C@@H]6[C@H](O[Si](C)(C)C(C)(C)C)CO[C@@H]65)n(COCC[Si](C)(C)C)c4cc3Cl)cc2)CC1.